Predict the reaction yield, written as a fraction of the theoretical maximum amount of product (1.0 means a 100% yield; for example, 0.34 means a 34% yield). From a dataset of Reaction yield outcomes from USPTO patents with 853,638 reactions. (1) The reactants are [F:1][C:2]1[CH:10]=[CH:9][C:5]([C:6](O)=[O:7])=[CH:4][CH:3]=1.CN.C1COCC1.C[CH2:19][N:20](CC)CC.C1C=CC2N(O)N=NC=2C=1.C1CCC(N=C=NC2CCCCC2)CC1. The catalyst is ClCCCl. The product is [F:1][C:2]1[CH:10]=[CH:9][C:5]([C:6]([NH:20][CH3:19])=[O:7])=[CH:4][CH:3]=1. The yield is 0.630. (2) The reactants are [CH3:1][NH:2][C:3]([C:5]1[C:9]2[CH:10]=[C:11](B3OC(C)(C)C(C)(C)O3)[C:12]([N:14]([CH3:19])[S:15]([CH3:18])(=[O:17])=[O:16])=[CH:13][C:8]=2[O:7][C:6]=1[N:29]1[CH:34]=[CH:33][CH:32]=[CH:31][C:30]1=[O:35])=[O:4].Cl[C:37]1[CH:38]=[CH:39][C:40]2[N:41]=[CH:42][N:43]3[C:51]4[CH:50]=[CH:49][CH:48]=[C:47]([F:52])[C:46]=4[CH:45]=[C:44]3[C:53]=2[N:54]=1.C([O-])([O-])=O.[K+].[K+]. The catalyst is O1CCOCC1. The product is [F:52][C:47]1[C:46]2[CH:45]=[C:44]3[C:53]4[N:54]=[C:37]([C:11]5[C:12]([N:14]([CH3:19])[S:15]([CH3:18])(=[O:17])=[O:16])=[CH:13][C:8]6[O:7][C:6]([N:29]7[CH:34]=[CH:33][CH:32]=[CH:31][C:30]7=[O:35])=[C:5]([C:3]([NH:2][CH3:1])=[O:4])[C:9]=6[CH:10]=5)[CH:38]=[CH:39][C:40]=4[N:41]=[CH:42][N:43]3[C:51]=2[CH:50]=[CH:49][CH:48]=1. The yield is 0.120. (3) The reactants are Cl[C:2]1[N:3]=[C:4]([O:29][CH:30]2[CH2:35][CH2:34][C:33]([CH3:37])([OH:36])[CH2:32][CH2:31]2)[C:5]2[C:10]([C:11]3[CH:20]=[CH:19][C:14]4[N:15]=[C:16]([CH3:18])[O:17][C:13]=4[CH:12]=3)=[CH:9][N:8]([CH2:21][O:22][CH2:23][CH2:24][Si:25]([CH3:28])([CH3:27])[CH3:26])[C:6]=2[N:7]=1.[NH2:38][C:39]1[CH:48]=[CH:47][C:42]([C:43]([NH:45][CH3:46])=[O:44])=[CH:41][C:40]=1[CH3:49].C(=O)([O-])[O-].[Cs+].[Cs+].C1(P(C2C=CC=CC=2)C2C=CC3C(=CC=CC=3)C=2C2C3C(=CC=CC=3)C=CC=2P(C2C=CC=CC=2)C2C=CC=CC=2)C=CC=CC=1. The catalyst is O1CCOCC1.C([O-])(=O)C.[Pd+2].C([O-])(=O)C. The product is [OH:36][C:33]1([CH3:37])[CH2:34][CH2:35][CH:30]([O:29][C:4]2[C:5]3[C:10]([C:11]4[CH:20]=[CH:19][C:14]5[N:15]=[C:16]([CH3:18])[O:17][C:13]=5[CH:12]=4)=[CH:9][N:8]([CH2:21][O:22][CH2:23][CH2:24][Si:25]([CH3:28])([CH3:27])[CH3:26])[C:6]=3[N:7]=[C:2]([NH:38][C:39]3[CH:48]=[CH:47][C:42]([C:43]([NH:45][CH3:46])=[O:44])=[CH:41][C:40]=3[CH3:49])[N:3]=2)[CH2:31][CH2:32]1. The yield is 1.00. (4) The reactants are [OH:1][C:2]1[C:11]([N+:12]([O-:14])=[O:13])=[CH:10][CH:9]=[CH:8][C:3]=1[C:4]([O:6][CH3:7])=[O:5].[C:15]([O-])([O-])=O.[K+].[K+].IC.O. The catalyst is CN(C=O)C. The product is [CH3:15][O:1][C:2]1[C:11]([N+:12]([O-:14])=[O:13])=[CH:10][CH:9]=[CH:8][C:3]=1[C:4]([O:6][CH3:7])=[O:5]. The yield is 0.988. (5) The reactants are [NH2:1][NH2:2].[Cl:3][C:4]1[CH:9]=[C:8](Cl)[N:7]=[C:6]([S:11][CH3:12])[N:5]=1. The catalyst is ClCCl. The product is [Cl:3][C:4]1[N:5]=[C:6]([S:11][CH3:12])[N:7]=[C:8]([NH:1][NH2:2])[CH:9]=1. The yield is 0.640. (6) The reactants are [Br:1][C:2]1[O:3][C:4]([C:11]([OH:13])=O)=[C:5]([C:7]([F:10])([F:9])[F:8])[N:6]=1.C(Cl)(=O)C([Cl:17])=O.CN(C=O)C. The catalyst is C(Cl)Cl. The product is [Br:1][C:2]1[O:3][C:4]([C:11]([Cl:17])=[O:13])=[C:5]([C:7]([F:10])([F:9])[F:8])[N:6]=1. The yield is 0.960. (7) The catalyst is O. The reactants are [CH3:1]N(C)C=O.C(N(CC)[CH:10]([CH3:12])[CH3:11])(C)C.Cl.N1(C(N)=N)C=CC=N1.C([N:28]([C:32](=[NH:38])[N:33]1[CH:37]=[CH:36][CH:35]=[N:34]1)[C:29](=[O:31])[OH:30])(C)(C)C.[C:39](O[C:39]([O:41][C:42]([CH3:45])([CH3:44])[CH3:43])=[O:40])([O:41][C:42]([CH3:45])([CH3:44])[CH3:43])=[O:40]. The yield is 0.839. The product is [C:42]([O:41][C:39](=[O:40])[NH:38][C:32](=[N:28][C:29]([O:30][C:10]([CH3:11])([CH3:12])[CH3:1])=[O:31])[N:33]1[CH:37]=[CH:36][CH:35]=[N:34]1)([CH3:45])([CH3:44])[CH3:43].